Dataset: Forward reaction prediction with 1.9M reactions from USPTO patents (1976-2016). Task: Predict the product of the given reaction. (1) The product is: [CH:27]1([NH:26][C:24](=[O:25])[C:23]2[CH:22]=[C:21]([N:17]3[CH:18]=[CH:19][N:20]=[C:15]([NH:14][C:11]([CH3:13])([C:6]4[CH:7]=[CH:8][CH:9]=[CH:10][C:5]=4[O:4][CH2:3][CH2:2][NH:37][CH3:36])[CH3:12])[C:16]3=[O:35])[C:32]([CH3:33])=[C:31]([F:34])[CH:30]=2)[CH2:29][CH2:28]1. Given the reactants Cl[CH2:2][CH2:3][O:4][C:5]1[CH:10]=[CH:9][CH:8]=[CH:7][C:6]=1[C:11]([NH:14][C:15]1[C:16](=[O:35])[N:17]([C:21]2[CH:22]=[C:23]([CH:30]=[C:31]([F:34])[C:32]=2[CH3:33])[C:24]([NH:26][CH:27]2[CH2:29][CH2:28]2)=[O:25])[CH:18]=[CH:19][N:20]=1)([CH3:13])[CH3:12].[CH3:36][NH2:37], predict the reaction product. (2) Given the reactants CC1(C)COB([C:8]2[C:9]([C:15]#[N:16])=[N:10][C:11]([CH3:14])=[CH:12][CH:13]=2)OC1.Br[C:19]1[CH:24]=[CH:23][CH:22]=[CH:21][N:20]=1.[F-].[Cs+], predict the reaction product. The product is: [CH3:14][C:11]1[N:10]=[C:9]([C:15]#[N:16])[C:8]([C:19]2[CH:24]=[CH:23][CH:22]=[CH:21][N:20]=2)=[CH:13][CH:12]=1.